From a dataset of Full USPTO retrosynthesis dataset with 1.9M reactions from patents (1976-2016). Predict the reactants needed to synthesize the given product. (1) Given the product [CH3:106][N:55]([CH3:54])[CH2:56][C:57]([N:59]1[C:68]2[C:63](=[CH:64][C:65]([O:104][CH3:105])=[C:66]([NH:69][C:70]3[NH:75][C:74]4=[N:76][CH:77]=[CH:78][C:73]4=[C:72]([NH:89][C:90]4[C:95]([C:96]([NH:98][CH:99]([CH3:101])[CH3:100])=[O:97])=[C:94]([F:102])[C:93]([F:103])=[CH:92][CH:91]=4)[N:71]=3)[CH:67]=2)[CH2:62][CH2:61][CH2:60]1)=[O:58], predict the reactants needed to synthesize it. The reactants are: CN(C)CC(N1C2C(=CC(OC)=C(NC3N4C(=NC5C(C4=O)=C(F)C(F)=CC=5)C4C=CN(S(C5C=CC(C)=CC=5)(=O)=O)C=4N=3)C=2)CCC1)=O.CC(N)C.[CH3:54][N:55]([CH3:106])[CH2:56][C:57]([N:59]1[C:68]2[C:63](=[CH:64][C:65]([O:104][CH3:105])=[C:66]([NH:69][C:70]3[N:71]=[C:72]([NH:89][C:90]4[C:95]([C:96]([NH:98][CH:99]([CH3:101])[CH3:100])=[O:97])=[C:94]([F:102])[C:93]([F:103])=[CH:92][CH:91]=4)[C:73]4[CH:78]=[CH:77][N:76](S(C5C=CC(C)=CC=5)(=O)=O)[C:74]=4[N:75]=3)[CH:67]=2)[CH2:62][CH2:61][CH2:60]1)=[O:58].[OH-].[Na+]. (2) Given the product [C:34]1([C@:19]23[CH2:21][NH:22][CH2:23][C@H:18]2[CH2:17][S:16][C:15]([NH:14][C:6](=[O:13])[C:7]2[CH:8]=[CH:9][CH:10]=[CH:11][CH:12]=2)=[N:20]3)[CH:35]=[CH:36][CH:37]=[CH:38][CH:39]=1, predict the reactants needed to synthesize it. The reactants are: I[Si](C)(C)C.[C:6]([NH:14][C:15]1[S:16][CH2:17][C@@H:18]2[CH2:23][N:22](C(OCC3C=CC=CC=3)=O)[CH2:21][C@:19]2([C:34]2[CH:39]=[CH:38][CH:37]=[CH:36][CH:35]=2)[N:20]=1)(=[O:13])[C:7]1[CH:12]=[CH:11][CH:10]=[CH:9][CH:8]=1. (3) Given the product [CH2:35]([O:34][CH2:33][CH2:32][O:31][C:27]1[CH:26]=[C:25]2[C:30]([C:22]([NH:21][C:20](=[O:42])[C:17]3[CH:18]=[CH:19][C:14]([N:11]4[CH2:10][CH2:9][NH:8][CH2:13][CH2:12]4)=[CH:15][CH:16]=3)=[N:23][NH:24]2)=[CH:29][CH:28]=1)[C:36]1[CH:37]=[CH:38][CH:39]=[CH:40][CH:41]=1, predict the reactants needed to synthesize it. The reactants are: C(OC([N:8]1[CH2:13][CH2:12][N:11]([C:14]2[CH:19]=[CH:18][C:17]([C:20](=[O:42])[NH:21][C:22]3[C:30]4[C:25](=[CH:26][C:27]([O:31][CH2:32][CH2:33][O:34][CH2:35][C:36]5[CH:41]=[CH:40][CH:39]=[CH:38][CH:37]=5)=[CH:28][CH:29]=4)[NH:24][N:23]=3)=[CH:16][CH:15]=2)[CH2:10][CH2:9]1)=O)(C)(C)C.Cl. (4) Given the product [CH3:1][O:2][C:3]([C:5]1[S:6][CH:7]=[CH:8][C:9]=1[C:28]#[C:27][C:21]1[CH:26]=[CH:25][CH:24]=[CH:23][CH:22]=1)=[O:4], predict the reactants needed to synthesize it. The reactants are: [CH3:1][O:2][C:3]([C:5]1[S:6][CH:7]=[CH:8][C:9]=1OS(C1C=CC(C)=CC=1)(=O)=O)=[O:4].[C:21]1([C:27]#[CH:28])[CH:26]=[CH:25][CH:24]=[CH:23][CH:22]=1. (5) Given the product [NH3:7].[CH2:15]([N:14]1[C:13]2[CH:22]=[C:23]([F:26])[CH:24]=[CH:25][C:12]=2[N:11]=[C:10]1[C@@H:8]([NH2:7])[CH3:9])[C:16]1[CH:17]=[CH:18][CH:19]=[CH:20][CH:21]=1, predict the reactants needed to synthesize it. The reactants are: C(OC(=O)[NH:7][C@H:8]([C:10]1[N:14]([CH2:15][C:16]2[CH:21]=[CH:20][CH:19]=[CH:18][CH:17]=2)[C:13]2[CH:22]=[C:23]([F:26])[CH:24]=[CH:25][C:12]=2[N:11]=1)[CH3:9])(C)(C)C.C(O)(C(F)(F)F)=O. (6) Given the product [CH:18]1[C:27]2[C:22](=[CH:23][CH:24]=[CH:25][CH:26]=2)[CH:21]=[CH:20][C:19]=1[S:28]([N:13]1[C@H:9]([C:7]([N:1]2[CH2:6][CH2:5][CH2:4][CH2:3][CH2:2]2)=[O:8])[CH2:10][C@H:11]([S:14][C:15](=[O:17])[CH3:16])[CH2:12]1)(=[O:29])=[O:30], predict the reactants needed to synthesize it. The reactants are: [N:1]1([C:7]([C@H:9]2[NH:13][CH2:12][C@@H:11]([S:14][C:15](=[O:17])[CH3:16])[CH2:10]2)=[O:8])[CH2:6][CH2:5][CH2:4][CH2:3][CH2:2]1.[CH:18]1[C:27]2[C:22](=[CH:23][CH:24]=[CH:25][CH:26]=2)[CH:21]=[CH:20][C:19]=1[S:28](Cl)(=[O:30])=[O:29].OS([O-])(=O)=O.[K+]. (7) The reactants are: [Si]([O:8][CH2:9][C@@H:10]1[CH2:15][C:14]([C:16]2[N:17]=[C:18]([SH:21])[S:19][CH:20]=2)=[CH:13][CH2:12][N:11]1[C:22]([O:24][CH2:25][CH:26]=[CH2:27])=[O:23])(C(C)(C)C)(C)C.C1COCC1.O.C1(C)C=CC(S(O)(=O)=O)=CC=1. Given the product [OH:8][CH2:9][C@@H:10]1[CH2:15][C:14]([C:16]2[N:17]=[C:18]([SH:21])[S:19][CH:20]=2)=[CH:13][CH2:12][N:11]1[C:22]([O:24][CH2:25][CH:26]=[CH2:27])=[O:23], predict the reactants needed to synthesize it. (8) Given the product [CH3:11][C:8]1[CH:9]=[CH:10][C:2]2[NH:1][C:16](=[O:15])[NH:22][C:3]=2[CH:7]=1, predict the reactants needed to synthesize it. The reactants are: [NH2:1][C:2]1[CH:10]=[CH:9][C:8]([CH3:11])=[CH:7][C:3]=1C(O)=O.C([O:15][CH2:16]C)(=O)C.O.Cl.C([N:22](CC)CC)C.